This data is from Reaction yield outcomes from USPTO patents with 853,638 reactions. The task is: Predict the reaction yield, written as a fraction of the theoretical maximum amount of product (1.0 means a 100% yield; for example, 0.34 means a 34% yield). (1) The reactants are [CH3:1][O:2][C:3]1[C:4]([CH3:25])=[C:5]([C:16]([O:23][CH3:24])=[C:17]([O:21][CH3:22])[C:18]=1[O:19][CH3:20])[CH2:6][C:7]1[C:8]([OH:15])=[C:9]([CH:12]=[CH:13][CH:14]=1)[CH:10]=[O:11].C(=O)([O-])[O-].[Na+].[Na+].[CH2:32](Br)[C:33]1[CH:38]=[CH:37][CH:36]=[CH:35][CH:34]=1. The catalyst is CC(C)=O. The product is [CH3:1][O:2][C:3]1[C:4]([CH3:25])=[C:5]([C:16]([O:23][CH3:24])=[C:17]([O:21][CH3:22])[C:18]=1[O:19][CH3:20])[CH2:6][C:7]1[C:8]([O:15][CH2:32][C:33]2[CH:38]=[CH:37][CH:36]=[CH:35][CH:34]=2)=[C:9]([CH:12]=[CH:13][CH:14]=1)[CH:10]=[O:11]. The yield is 0.990. (2) The reactants are Cl[C:2]1[C:11]2[C:6](=[N:7][CH:8]=[CH:9][N:10]=2)[N:5]=[C:4]([CH3:12])[N:3]=1.Cl[C:14]1N=[C:18](C)[N:17]=[C:16](N)[C:15]=1N.O1[CH2:28][CH2:27][O:26][CH:25](O)C1O.[CH2:31](O)C. The yield is 0.970. No catalyst specified. The product is [CH3:25][O:26][C:27]1[CH:14]=[CH:15][C:16]([N:17]([C:2]2[C:11]3[C:6](=[N:7][CH:8]=[CH:9][N:10]=3)[N:5]=[C:4]([CH3:12])[N:3]=2)[CH3:18])=[CH:31][CH:28]=1. (3) The reactants are [Si]([O:8][C:9]1[CH:10]=[CH:11][C:12]2[C:16]([O:17][C:18]3[CH:23]=[CH:22][C:21](/[CH:24]=[CH:25]/[C:26]([O:28][CH:29]([CH3:31])[CH3:30])=[O:27])=[CH:20][CH:19]=3)=[C:15]([C:32]3[CH:37]=[CH:36][CH:35]=[CH:34][C:33]=3[CH:38]([CH3:40])[CH3:39])[S:14][C:13]=2[CH:41]=1)(C(C)(C)C)(C)C.[F-].C([N+](CCCC)(CCCC)CCCC)CCC. The catalyst is C1COCC1. The product is [OH:8][C:9]1[CH:10]=[CH:11][C:12]2[C:16]([O:17][C:18]3[CH:19]=[CH:20][C:21](/[CH:24]=[CH:25]/[C:26]([O:28][CH:29]([CH3:31])[CH3:30])=[O:27])=[CH:22][CH:23]=3)=[C:15]([C:32]3[CH:37]=[CH:36][CH:35]=[CH:34][C:33]=3[CH:38]([CH3:40])[CH3:39])[S:14][C:13]=2[CH:41]=1. The yield is 0.490. (4) The reactants are [Cl:1][C:2]1[N:7]=[C:6]([CH3:8])[N:5]=[C:4]([NH:9][C:10]([NH:12]C(=O)OCC)=[S:11])[CH:3]=1.[OH-].[Na+]. No catalyst specified. The product is [Cl:1][C:2]1[N:7]=[C:6]([CH3:8])[N:5]=[C:4]([NH:9][C:10]([NH2:12])=[S:11])[CH:3]=1. The yield is 0.910. (5) The reactants are [CH3:1][O:2][C:3](=[O:16])[C:4]1[CH:9]=[C:8]([N+:10]([O-:12])=[O:11])[C:7]([NH2:13])=[C:6]([F:14])[C:5]=1F.[Cl:17][C:18]1[CH:24]=[CH:23][CH:22]=[CH:21][C:19]=1[NH2:20]. The catalyst is C(OCC)(=O)C. The product is [CH3:1][O:2][C:3](=[O:16])[C:4]1[CH:9]=[C:8]([N+:10]([O-:12])=[O:11])[C:7]([NH2:13])=[C:6]([F:14])[C:5]=1[NH:20][C:19]1[CH:21]=[CH:22][CH:23]=[CH:24][C:18]=1[Cl:17]. The yield is 0.120. (6) The reactants are O[C:2]([CH3:18])([CH3:17])[C:3]#[C:4][C:5]([C:7]1[CH:8]=[CH:9][C:10]([O:15][CH3:16])=[C:11]([CH:14]=1)[C:12]#[N:13])=[O:6].C(NCC)C.C([OH:26])C. No catalyst specified. The product is [CH3:17][C:2]1([CH3:18])[O:6][C:5]([C:7]2[CH:8]=[CH:9][C:10]([O:15][CH3:16])=[C:11]([CH:14]=2)[C:12]#[N:13])=[CH:4][C:3]1=[O:26]. The yield is 1.00. (7) The reactants are [CH3:1][O:2][C:3]1[CH:8]=[CH:7][CH:6]=[CH:5][C:4]=1[N:9]1[CH2:14][CH2:13][N:12]([CH2:15]/[CH:16]=[CH:17]/[CH2:18][NH2:19])[CH2:11][CH2:10]1.ClC/C=C/CN1[C:29](=[O:30])[C:28]2=[CH:31][CH:32]=[CH:33][CH:34]=[C:27]2[C:26]1=[O:35].COC1C=CC=CC=1N1CCNCC1. No catalyst specified. The product is [CH3:1][O:2][C:3]1[CH:8]=[CH:7][CH:6]=[CH:5][C:4]=1[N:9]1[CH2:10][CH2:11][N:12]([CH2:15]/[CH:16]=[CH:17]/[CH2:18][N:19]2[C:29](=[O:30])[C:28]3=[CH:31][CH:32]=[CH:33][CH:34]=[C:27]3[C:26]2=[O:35])[CH2:13][CH2:14]1. The yield is 0.856. (8) The reactants are [OH:1][CH2:2][C:3]1[CH:4]=[C:5]([CH:8]=[CH:9][CH:10]=1)[C:6]#[N:7].[O:11]1[CH:16]=[CH:15][CH2:14][CH2:13][CH2:12]1. The catalyst is C(Cl)Cl.O.C1(C)C=CC(S(O)(=O)=O)=CC=1. The product is [O:11]1[CH2:16][CH2:15][CH2:14][CH2:13][CH:12]1[O:1][CH2:2][C:3]1[CH:4]=[C:5]([CH:8]=[CH:9][CH:10]=1)[C:6]#[N:7]. The yield is 0.890. (9) The reactants are Br[CH2:2][CH2:3][N:4]1[C:8]([CH2:9]Br)=[CH:7][C:6]([N+:11]([O-:13])=[O:12])=[N:5]1.[O:14]1[CH2:17][CH:16]([NH2:18])[CH2:15]1.C(N(C(C)C)CC)(C)C. The catalyst is C(#N)C. The product is [N+:11]([C:6]1[CH:7]=[C:8]2[CH2:9][N:18]([CH:16]3[CH2:17][O:14][CH2:15]3)[CH2:2][CH2:3][N:4]2[N:5]=1)([O-:13])=[O:12]. The yield is 0.710.